This data is from Reaction yield outcomes from USPTO patents with 853,638 reactions. The task is: Predict the reaction yield, written as a fraction of the theoretical maximum amount of product (1.0 means a 100% yield; for example, 0.34 means a 34% yield). (1) The reactants are Cl[CH:2]([CH3:16])[C:3]([NH:5][CH:6]1[CH:13]2[CH2:14][CH:9]3[CH2:10][CH:11]([CH2:15][CH:7]1[CH2:8]3)[CH2:12]2)=[O:4].C(=O)([O-])[O-].[Na+].[Na+].[C:23]([N:30]1[CH2:35][CH2:34][NH:33][CH2:32][CH2:31]1)([O:25][C:26]([CH3:29])([CH3:28])[CH3:27])=[O:24]. The catalyst is CN(C)C=O. The product is [C:26]([O:25][C:23]([N:30]1[CH2:35][CH2:34][N:33]([CH:2]([C:3](=[O:4])[NH:5][CH:6]2[CH:13]3[CH2:14][CH:9]4[CH2:10][CH:11]([CH2:15][CH:7]2[CH2:8]4)[CH2:12]3)[CH3:16])[CH2:32][CH2:31]1)=[O:24])([CH3:29])([CH3:27])[CH3:28]. The yield is 0.743. (2) The reactants are [F:1][C:2]1[CH:7]=[C:6]([C:8]#[N:9])[CH:5]=[C:4]([C:10]2[CH:11]=[N:12][C:13]([C:16]([F:19])([F:18])[F:17])=[CH:14][CH:15]=2)[N:3]=1.[ClH:20]. The catalyst is [Pd].O1CCCC1. The product is [ClH:20].[F:1][C:2]1[CH:7]=[C:6]([CH2:8][NH2:9])[CH:5]=[C:4]([C:10]2[CH:11]=[N:12][C:13]([C:16]([F:19])([F:17])[F:18])=[CH:14][CH:15]=2)[N:3]=1. The yield is 0.870. (3) The reactants are [F:1][C:2]([F:42])([F:41])[C:3]1[CH:8]=[CH:7][C:6]([N:9]2[CH2:14][CH2:13][CH:12]([O:15][C:16]3[CH:40]=[CH:39][C:19]4[N:20]=[C:21]([C:23]([NH:25][CH:26]5[CH2:31][CH2:30][N:29](C(OC(C)(C)C)=O)[CH2:28][CH2:27]5)=[O:24])[O:22][C:18]=4[CH:17]=3)[CH2:11][CH2:10]2)=[CH:5][CH:4]=1.[ClH:43]. The catalyst is O1CCOCC1. The product is [ClH:43].[ClH:43].[NH:29]1[CH2:30][CH2:31][CH:26]([NH:25][C:23]([C:21]2[O:22][C:18]3[CH:17]=[C:16]([O:15][CH:12]4[CH2:11][CH2:10][N:9]([C:6]5[CH:5]=[CH:4][C:3]([C:2]([F:42])([F:1])[F:41])=[CH:8][CH:7]=5)[CH2:14][CH2:13]4)[CH:40]=[CH:39][C:19]=3[N:20]=2)=[O:24])[CH2:27][CH2:28]1. The yield is 0.990. (4) The reactants are C=O.[CH3:3][NH:4][CH3:5].[Cl:6][C:7]1[CH:8]=[C:9]2[C:13](=[CH:14][CH:15]=1)[NH:12][CH:11]=[CH:10]2.[C:16]([O-])(O)=O.[Na+].[OH-].[Na+]. The catalyst is CCO.CC(O)=O. The product is [Cl:6][C:7]1[CH:8]=[C:9]2[C:5](=[CH:14][CH:15]=1)[NH:4][CH:3]=[C:10]2[CH2:11][N:12]([CH3:16])[CH3:13]. The yield is 0.850. (5) The product is [Cl:9][C:6]1[CH:5]=[C:4]([CH:10]([C:29]([F:30])([F:32])[F:31])/[CH:11]=[CH:12]/[C:13]2[CH:14]=[C:15]3[C:19](=[CH:20][CH:21]=2)[NH:18][CH:17]=[CH:16]3)[CH:3]=[C:2]([Cl:1])[C:7]=1[F:8]. The catalyst is C(Cl)Cl. The yield is 0.970. The reactants are [Cl:1][C:2]1[CH:3]=[C:4]([CH:10]([C:29]([F:32])([F:31])[F:30])/[CH:11]=[CH:12]/[C:13]2[CH:14]=[C:15]3[C:19](=[CH:20][CH:21]=2)[N:18](C(OC(C)(C)C)=O)[CH:17]=[CH:16]3)[CH:5]=[C:6]([Cl:9])[C:7]=1[F:8].C(O)(C(F)(F)F)=O. (6) The reactants are [CH3:1][C:2]1[C:3]([C:11]2[S:15][C:14]([C:16]([OH:18])=O)=[CH:13][CH:12]=2)=[N:4][O:5][C:6]=1[C:7]([F:10])([F:9])[F:8].C([N:26]1[CH2:31][CH2:30][NH:29][C@H:28]([CH3:32])[CH2:27]1)(OC(C)(C)C)=O.[ClH:33]. The catalyst is O1CCOCC1. The product is [ClH:33].[CH3:32][C@@H:28]1[CH2:27][NH:26][CH2:31][CH2:30][N:29]1[C:16]([C:14]1[S:15][C:11]([C:3]2[C:2]([CH3:1])=[C:6]([C:7]([F:8])([F:9])[F:10])[O:5][N:4]=2)=[CH:12][CH:13]=1)=[O:18]. The yield is 0.860. (7) The reactants are [OH:1][C:2]1[CH:3]=[C:4]([CH:9]=[CH:10][CH:11]=1)[C:5]([O:7][CH3:8])=[O:6].C([O-])([O-])=O.[K+].[K+].Cl[CH2:19][C:20]([N:22]([CH3:24])[CH3:23])=[O:21].Cl. The catalyst is CN(C=O)C. The product is [CH3:23][N:22]([CH3:24])[C:20](=[O:21])[CH2:19][O:1][C:2]1[CH:3]=[C:4]([CH:9]=[CH:10][CH:11]=1)[C:5]([O:7][CH3:8])=[O:6]. The yield is 0.940.